Dataset: Forward reaction prediction with 1.9M reactions from USPTO patents (1976-2016). Task: Predict the product of the given reaction. (1) Given the reactants [C:1]([O:5][C:6](=[O:25])[NH:7][CH:8]([C:18]1[CH:23]=[CH:22][C:21]([Cl:24])=[CH:20][CH:19]=1)[C:9]([C:11]1[CH:16]=[CH:15][C:14]([OH:17])=[CH:13][CH:12]=1)=[O:10])([CH3:4])([CH3:3])[CH3:2].[CH:26]1(O)[CH2:31][CH2:30][CH2:29][CH2:28][CH2:27]1, predict the reaction product. The product is: [C:1]([O:5][C:6](=[O:25])[NH:7][CH:8]([C:18]1[CH:19]=[CH:20][C:21]([Cl:24])=[CH:22][CH:23]=1)[C:9]([C:11]1[CH:16]=[CH:15][C:14]([O:17][CH:26]2[CH2:31][CH2:30][CH2:29][CH2:28][CH2:27]2)=[CH:13][CH:12]=1)=[O:10])([CH3:4])([CH3:2])[CH3:3]. (2) Given the reactants CO[C:3]1[CH:12]=[CH:11][C:6]2[N:7]=[C:8]([SH:10])[NH:9][C:5]=2[CH:4]=1.Br[CH2:14][C:15](=[O:21])[C:16]([O:18][CH2:19][CH3:20])=[O:17].[CH3:22]O, predict the reaction product. The product is: [CH2:19]([O:18][C:16](=[O:17])[C:15](=[O:21])[CH2:14][S:10][C:8]1[NH:7][C:6]2[CH:11]=[CH:12][C:3]([CH3:22])=[CH:4][C:5]=2[N:9]=1)[CH3:20]. (3) Given the reactants C(OC([N:8]1[CH2:14][CH2:13][C:12]2[C:15]([S:20]C(=O)N(C)C)=[C:16]([Cl:19])[CH:17]=[CH:18][C:11]=2[CH2:10][CH2:9]1)=O)(C)(C)C.Br[CH:27]([C:30]1[CH:35]=[CH:34][CH:33]=[CH:32][N:31]=1)[CH2:28][CH3:29], predict the reaction product. The product is: [ClH:19].[Cl:19][C:16]1[CH:17]=[CH:18][C:11]2[CH2:10][CH2:9][NH:8][CH2:14][CH2:13][C:12]=2[C:15]=1[S:20][CH:27]([C:30]1[CH:35]=[CH:34][CH:33]=[CH:32][N:31]=1)[CH2:28][CH3:29]. (4) Given the reactants C([O:3][C:4](=O)[C:5]1[CH:10]=[CH:9][C:8]([NH2:11])=[N:7][CH:6]=1)C.[H-].[Al+3].[Li+].[H-].[H-].[H-].O.[OH-].[Na+], predict the reaction product. The product is: [NH2:11][C:8]1[N:7]=[CH:6][C:5]([CH2:4][OH:3])=[CH:10][CH:9]=1. (5) Given the reactants [CH2:1]([N:3]1[C:12](=[O:13])[C:11]2[C:6](=[CH:7][CH:8]=[C:9]([N+:14]([O-])=O)[CH:10]=2)[N:5]([CH2:17][C:18]#[N:19])[C:4]1=[O:20])[CH3:2].[Sn](Cl)Cl, predict the reaction product. The product is: [NH2:14][C:9]1[CH:10]=[C:11]2[C:6](=[CH:7][CH:8]=1)[N:5]([CH2:17][C:18]#[N:19])[C:4](=[O:20])[N:3]([CH2:1][CH3:2])[C:12]2=[O:13]. (6) Given the reactants Br[C:2]1[C:3](=[O:10])[N:4]([CH3:9])[N:5]=[C:6]([Cl:8])[CH:7]=1.[CH3:11][C@H:12]1[CH2:17][O:16][CH2:15][CH2:14][NH:13]1.C(=O)([O-])[O-].[K+].[K+], predict the reaction product. The product is: [Cl:8][C:6]1[CH:7]=[C:2]([N:13]2[CH2:14][CH2:15][O:16][CH2:17][C@@H:12]2[CH3:11])[C:3](=[O:10])[N:4]([CH3:9])[N:5]=1.